Dataset: Forward reaction prediction with 1.9M reactions from USPTO patents (1976-2016). Task: Predict the product of the given reaction. (1) Given the reactants [NH2:1][N:2]1[N:11]=[C:10]([N:12]2[CH2:17][CH2:16][O:15][CH2:14][CH2:13]2)[C:9]2[C:4](=[CH:5][CH:6]=[CH:7][CH:8]=2)[C:3]1=[O:18].[CH3:19][O:20][C:21]1[CH:22]=[C:23]([CH2:29][C:30](O)=[O:31])[CH:24]=[CH:25][C:26]=1[O:27][CH3:28], predict the reaction product. The product is: [CH3:19][O:20][C:21]1[CH:22]=[C:23]([CH2:29][C:30]([NH:1][N:2]2[N:11]=[C:10]([N:12]3[CH2:17][CH2:16][O:15][CH2:14][CH2:13]3)[C:9]3[C:4](=[CH:5][CH:6]=[CH:7][CH:8]=3)[C:3]2=[O:18])=[O:31])[CH:24]=[CH:25][C:26]=1[O:27][CH3:28]. (2) Given the reactants [ClH:1].Cl.C[O:4][C:5]([C:7]1[CH:8]=[N:9][CH:10]=[CH:11][C:12]=1[N:13]1[CH2:18][CH2:17][CH:16]([CH2:19][O:20][C:21]2[CH:30]=[C:29]3[C:24]([CH2:25][CH2:26][N:27]([C:31](=[NH:33])[NH2:32])[CH2:28]3)=[CH:23][CH:22]=2)[CH2:15][CH2:14]1)=[O:6].[OH-].[Na+].Cl, predict the reaction product. The product is: [ClH:1].[ClH:1].[C:31]([N:27]1[CH2:26][CH2:25][C:24]2[C:29](=[CH:30][C:21]([O:20][CH2:19][CH:16]3[CH2:15][CH2:14][N:13]([C:12]4[CH:11]=[CH:10][N:9]=[CH:8][C:7]=4[C:5]([OH:6])=[O:4])[CH2:18][CH2:17]3)=[CH:22][CH:23]=2)[CH2:28]1)(=[NH:32])[NH2:33]. (3) Given the reactants Cl[C:2]1[N:7]=[C:6]([C:8]([NH2:10])=[O:9])[C:5]([CH3:11])=[N:4][C:3]=1[CH3:12].[Cl:13][C:14]1[CH:19]=[C:18]([CH2:20][C:21]([O:23][CH3:24])=[O:22])[CH:17]=[CH:16][C:15]=1[C:25]1[C:30]([F:31])=[CH:29][C:28](B2OC(C)(C)C(C)(C)O2)=[CH:27][C:26]=1[F:41].P([O-])([O-])([O-])=O.[K+].[K+].[K+].CO, predict the reaction product. The product is: [C:8]([C:6]1[N:7]=[C:2]([C:28]2[CH:27]=[C:26]([F:41])[C:25]([C:15]3[CH:16]=[CH:17][C:18]([CH2:20][C:21]([O:23][CH3:24])=[O:22])=[CH:19][C:14]=3[Cl:13])=[C:30]([F:31])[CH:29]=2)[C:3]([CH3:12])=[N:4][C:5]=1[CH3:11])(=[O:9])[NH2:10].